From a dataset of NCI-60 drug combinations with 297,098 pairs across 59 cell lines. Regression. Given two drug SMILES strings and cell line genomic features, predict the synergy score measuring deviation from expected non-interaction effect. (1) Synergy scores: CSS=48.7, Synergy_ZIP=-0.779, Synergy_Bliss=-0.299, Synergy_Loewe=-0.0280, Synergy_HSA=1.22. Drug 2: CC1C(C(CC(O1)OC2CC(CC3=C2C(=C4C(=C3O)C(=O)C5=CC=CC=C5C4=O)O)(C(=O)C)O)N)O. Cell line: NCI-H322M. Drug 1: C1CN1C2=NC(=NC(=N2)N3CC3)N4CC4. (2) Drug 1: C1CCC(CC1)NC(=O)N(CCCl)N=O. Drug 2: CCC(=C(C1=CC=CC=C1)C2=CC=C(C=C2)OCCN(C)C)C3=CC=CC=C3.C(C(=O)O)C(CC(=O)O)(C(=O)O)O. Cell line: NCIH23. Synergy scores: CSS=8.66, Synergy_ZIP=-5.23, Synergy_Bliss=-2.24, Synergy_Loewe=-5.65, Synergy_HSA=-2.12. (3) Drug 1: CC1=CC=C(C=C1)C2=CC(=NN2C3=CC=C(C=C3)S(=O)(=O)N)C(F)(F)F. Drug 2: CS(=O)(=O)OCCCCOS(=O)(=O)C. Cell line: OVCAR3. Synergy scores: CSS=-5.57, Synergy_ZIP=0.377, Synergy_Bliss=-3.85, Synergy_Loewe=-6.16, Synergy_HSA=-6.69. (4) Cell line: SF-539. Synergy scores: CSS=2.17, Synergy_ZIP=0.150, Synergy_Bliss=0.333, Synergy_Loewe=-0.194, Synergy_HSA=0.261. Drug 2: CCC(=C(C1=CC=CC=C1)C2=CC=C(C=C2)OCCN(C)C)C3=CC=CC=C3.C(C(=O)O)C(CC(=O)O)(C(=O)O)O. Drug 1: CC(C1=C(C=CC(=C1Cl)F)Cl)OC2=C(N=CC(=C2)C3=CN(N=C3)C4CCNCC4)N. (5) Drug 1: C1=NC2=C(N=C(N=C2N1C3C(C(C(O3)CO)O)O)F)N. Drug 2: CN1C(=O)N2C=NC(=C2N=N1)C(=O)N. Cell line: ACHN. Synergy scores: CSS=9.19, Synergy_ZIP=-3.22, Synergy_Bliss=1.86, Synergy_Loewe=0.107, Synergy_HSA=-0.0383. (6) Drug 1: CC1=C(C(=O)C2=C(C1=O)N3CC4C(C3(C2COC(=O)N)OC)N4)N. Drug 2: COCCOC1=C(C=C2C(=C1)C(=NC=N2)NC3=CC=CC(=C3)C#C)OCCOC.Cl. Cell line: MCF7. Synergy scores: CSS=16.8, Synergy_ZIP=-6.46, Synergy_Bliss=-6.14, Synergy_Loewe=-23.3, Synergy_HSA=-6.47. (7) Drug 1: CN(C)N=NC1=C(NC=N1)C(=O)N. Drug 2: C1=CC(=CC=C1CC(C(=O)O)N)N(CCCl)CCCl.Cl. Cell line: SF-295. Synergy scores: CSS=3.23, Synergy_ZIP=-4.09, Synergy_Bliss=-0.775, Synergy_Loewe=-0.142, Synergy_HSA=0.396.